From a dataset of NCI-60 drug combinations with 297,098 pairs across 59 cell lines. Regression. Given two drug SMILES strings and cell line genomic features, predict the synergy score measuring deviation from expected non-interaction effect. (1) Drug 1: C1=NC2=C(N1)C(=S)N=CN2. Drug 2: CC(C)CN1C=NC2=C1C3=CC=CC=C3N=C2N. Cell line: ACHN. Synergy scores: CSS=22.1, Synergy_ZIP=-4.32, Synergy_Bliss=-1.76, Synergy_Loewe=0.554, Synergy_HSA=-0.535. (2) Drug 1: CCC(=C(C1=CC=CC=C1)C2=CC=C(C=C2)OCCN(C)C)C3=CC=CC=C3.C(C(=O)O)C(CC(=O)O)(C(=O)O)O. Drug 2: CC1=C2C(C(=O)C3(C(CC4C(C3C(C(C2(C)C)(CC1OC(=O)C(C(C5=CC=CC=C5)NC(=O)OC(C)(C)C)O)O)OC(=O)C6=CC=CC=C6)(CO4)OC(=O)C)O)C)O. Cell line: COLO 205. Synergy scores: CSS=27.9, Synergy_ZIP=25.9, Synergy_Bliss=26.1, Synergy_Loewe=26.1, Synergy_HSA=27.6.